Dataset: Forward reaction prediction with 1.9M reactions from USPTO patents (1976-2016). Task: Predict the product of the given reaction. Given the reactants [N+:1]([CH2:4][C:5]1[CH:10]=[CH:9][CH:8]=[CH:7][CH:6]=1)([O-:3])=[O:2].[N:11]1[CH2:12][CH2:13][CH2:14][CH:15]=1.[C:16](Cl)(=[O:19])[CH:17]=[CH2:18], predict the reaction product. The product is: [N+:1]([C:4]1([C:5]2[CH:10]=[CH:9][CH:8]=[CH:7][CH:6]=2)[CH:12]2[N:11]([CH2:15][CH2:14][CH2:13]2)[C:16](=[O:19])[CH2:17][CH2:18]1)([O-:3])=[O:2].